Dataset: Peptide-MHC class II binding affinity with 134,281 pairs from IEDB. Task: Regression. Given a peptide amino acid sequence and an MHC pseudo amino acid sequence, predict their binding affinity value. This is MHC class II binding data. (1) The peptide sequence is AYESYKFIPALEAAV. The MHC is HLA-DQA10201-DQB10202 with pseudo-sequence HLA-DQA10201-DQB10202. The binding affinity (normalized) is 0.342. (2) The peptide sequence is LQLQPFPQPQLPY. The MHC is DRB1_0701 with pseudo-sequence DRB1_0701. The binding affinity (normalized) is 0.137. (3) The peptide sequence is EISTNIRQAGVQYSR. The MHC is DRB4_0101 with pseudo-sequence DRB4_0103. The binding affinity (normalized) is 0.653. (4) The peptide sequence is CYGGHTNEDDSNFAHW. The MHC is DRB1_0404 with pseudo-sequence DRB1_0404. The binding affinity (normalized) is 0.0598. (5) The peptide sequence is RVPLTSNNGIKQQGI. The MHC is HLA-DQA10101-DQB10501 with pseudo-sequence HLA-DQA10101-DQB10501. The binding affinity (normalized) is 0.134. (6) The peptide sequence is YVKFLANVSTVLTGK. The MHC is DRB1_0101 with pseudo-sequence DRB1_0101. The binding affinity (normalized) is 1.00. (7) The peptide sequence is MNVSIPHSFTMTLK. The MHC is DRB1_0401 with pseudo-sequence DRB1_0401. The binding affinity (normalized) is 0.360.